Dataset: Catalyst prediction with 721,799 reactions and 888 catalyst types from USPTO. Task: Predict which catalyst facilitates the given reaction. (1) Reactant: [CH3:1][C:2]1[CH:3]=[C:4]([O:15][C:16]2[C:25]3[C:20](=[CH:21][C:22]([OH:28])=[C:23]([O:26][CH3:27])[CH:24]=3)[N:19]=[CH:18][CH:17]=2)[C:5]([C:9]2[CH:10]=[N:11][CH:12]=[CH:13][CH:14]=2)=[N:6][C:7]=1[CH3:8].C(=O)([O-])[O-].[K+].[K+].Br[CH2:36][CH2:37][CH2:38][OH:39]. Product: [CH3:1][C:2]1[CH:3]=[C:4]([O:15][C:16]2[C:25]3[C:20](=[CH:21][C:22]([O:28][CH2:36][CH2:37][CH2:38][OH:39])=[C:23]([O:26][CH3:27])[CH:24]=3)[N:19]=[CH:18][CH:17]=2)[C:5]([C:9]2[CH:10]=[N:11][CH:12]=[CH:13][CH:14]=2)=[N:6][C:7]=1[CH3:8]. The catalyst class is: 9. (2) Reactant: [Na+].[F:2][C:3]([F:8])(Cl)C([O-])=O.[CH2:9]([O:16][C:17]1[CH:22]=[CH:21][C:20]([N:23]2[C:27]3=[N:28][CH:29]=[CH:30][CH:31]=[C:26]3[NH:25][C:24]2=[O:32])=[CH:19][CH:18]=1)[C:10]1[CH:15]=[CH:14][CH:13]=[CH:12][CH:11]=1.[Br-].[Li+].[H-].[Na+].[Cl-].[Cl-].[Ca+2]. Product: [CH2:9]([O:16][C:17]1[CH:18]=[CH:19][C:20]([N:23]2[C:27]3=[N:28][CH:29]=[CH:30][CH:31]=[C:26]3[N:25]([CH:3]([F:8])[F:2])[C:24]2=[O:32])=[CH:21][CH:22]=1)[C:10]1[CH:15]=[CH:14][CH:13]=[CH:12][CH:11]=1. The catalyst class is: 121. (3) Reactant: [CH2:1]([O:8][C:9]([N:11]1[C@H:15]2[CH2:16][CH2:17][C@@H:12]1[CH:13]([C:21](O)=[O:22])[CH:14]2[C:18](O)=[O:19])=[O:10])[C:2]1[CH:7]=[CH:6][CH:5]=[CH:4][CH:3]=1.CN1CCOCC1.ClC(OC)=O.[BH4-].[Na+]. Product: [OH:22][CH2:21][CH:13]1[CH:14]([CH2:18][OH:19])[C@H:15]2[N:11]([C:9]([O:8][CH2:1][C:2]3[CH:3]=[CH:4][CH:5]=[CH:6][CH:7]=3)=[O:10])[C@@H:12]1[CH2:17][CH2:16]2. The catalyst class is: 20. (4) The catalyst class is: 8. Product: [CH3:37][C:8]1[CH:9]=[C:10]([S:13][C:14]2[CH:19]=[C:18]([C:20]#[C:21][C:22]3[CH:27]=[CH:26][CH:25]=[CH:24][CH:23]=3)[CH:17]=[C:16]([O:28][CH2:29][CH2:30][N:31]3[CH2:36][CH2:35][O:34][CH2:33][CH2:32]3)[CH:15]=2)[CH:11]=[CH:12][C:7]=1[O:6][CH2:5][C:4]([OH:38])=[O:3]. Reactant: C([O:3][C:4](=[O:38])[CH2:5][O:6][C:7]1[CH:12]=[CH:11][C:10]([S:13][C:14]2[CH:19]=[C:18]([C:20]#[C:21][C:22]3[CH:27]=[CH:26][CH:25]=[CH:24][CH:23]=3)[CH:17]=[C:16]([O:28][CH2:29][CH2:30][N:31]3[CH2:36][CH2:35][O:34][CH2:33][CH2:32]3)[CH:15]=2)=[CH:9][C:8]=1[CH3:37])C.[OH-].[Na+].Cl. (5) Reactant: Br[CH2:2][C:3]1[C:8]([Cl:9])=[CH:7][CH:6]=[CH:5][C:4]=1[N:10]1[CH2:15][CH2:14][N:13]([CH2:16][CH3:17])[CH2:12][CH2:11]1.[CH3:18][C:19]1[N:24]=[C:23]([SH:25])[N:22]=[C:21]([OH:26])[CH:20]=1.C(N(CC)CC)C. Product: [Cl:9][C:8]1[CH:7]=[CH:6][CH:5]=[C:4]([N:10]2[CH2:15][CH2:14][N:13]([CH2:16][CH3:17])[CH2:12][CH2:11]2)[C:3]=1[CH2:2][S:25][C:23]1[N:22]=[C:21]([OH:26])[CH:20]=[C:19]([CH3:18])[N:24]=1. The catalyst class is: 8.